From a dataset of Forward reaction prediction with 1.9M reactions from USPTO patents (1976-2016). Predict the product of the given reaction. (1) Given the reactants [NH2:1][C:2]1[C:6]([Br:7])=[C:5]([CH3:8])[O:4][N:3]=1.[C:9]1([C:19]2[CH:24]=[CH:23][CH:22]=[CH:21][CH:20]=2)[CH:14]=[CH:13][C:12]([S:15](Cl)(=[O:17])=[O:16])=[CH:11][CH:10]=1, predict the reaction product. The product is: [Br:7][C:6]1[C:2]([NH:1][S:15]([C:12]2[CH:11]=[CH:10][C:9]([C:19]3[CH:24]=[CH:23][CH:22]=[CH:21][CH:20]=3)=[CH:14][CH:13]=2)(=[O:17])=[O:16])=[N:3][O:4][C:5]=1[CH3:8]. (2) Given the reactants [C:1]([O:5][C:6]([NH:8][C@@H:9]([CH2:22]Cl)[CH2:10][CH2:11][C:12]([O:14][CH2:15][C:16]1[CH:21]=[CH:20][CH:19]=[CH:18][CH:17]=1)=[O:13])=[O:7])([CH3:4])([CH3:3])[CH3:2].[OH:24][C:25]1[CH:26]=[C:27]([CH:30]=[CH:31][C:32]=1[I:33])[C:28]#[N:29].C(=O)([O-])[O-].[K+].[K+].[I-].[K+], predict the reaction product. The product is: [C:1]([O:5][C:6]([NH:8][C@@H:9]([CH2:22][O:24][C:25]1[CH:26]=[C:27]([C:28]#[N:29])[CH:30]=[CH:31][C:32]=1[I:33])[CH2:10][CH2:11][C:12]([O:14][CH2:15][C:16]1[CH:21]=[CH:20][CH:19]=[CH:18][CH:17]=1)=[O:13])=[O:7])([CH3:4])([CH3:3])[CH3:2]. (3) Given the reactants C[O:2][C:3](=[O:35])[CH2:4][C@H:5]1[C:9]2[CH:10]=[CH:11][C:12]([O:14][C@H:15]3[C:23]4[C:18](=[C:19]([CH2:28][N:29]5[CH2:34][CH2:33][O:32][CH2:31][CH2:30]5)[C:20]([C:24]([F:27])([F:26])[F:25])=[CH:21][CH:22]=4)[CH2:17][CH2:16]3)=[CH:13][C:8]=2[O:7][CH2:6]1.[OH-].[Na+], predict the reaction product. The product is: [N:29]1([CH2:28][C:19]2[C:20]([C:24]([F:25])([F:27])[F:26])=[CH:21][CH:22]=[C:23]3[C:18]=2[CH2:17][CH2:16][C@H:15]3[O:14][C:12]2[CH:11]=[CH:10][C:9]3[C@H:5]([CH2:4][C:3]([OH:35])=[O:2])[CH2:6][O:7][C:8]=3[CH:13]=2)[CH2:34][CH2:33][O:32][CH2:31][CH2:30]1. (4) Given the reactants [CH2:1]([N:8]1[CH2:12][C@@H:11]([N+:13]([O-])=O)[C@H:10]([C:16]2[CH:21]=[CH:20][C:19]([F:22])=[CH:18][C:17]=2[F:23])[CH2:9]1)[C:2]1[CH:7]=[CH:6][CH:5]=[CH:4][CH:3]=1, predict the reaction product. The product is: [CH2:1]([N:8]1[CH2:9][C@@H:10]([C:16]2[CH:21]=[CH:20][C:19]([F:22])=[CH:18][C:17]=2[F:23])[C@H:11]([NH2:13])[CH2:12]1)[C:2]1[CH:3]=[CH:4][CH:5]=[CH:6][CH:7]=1. (5) Given the reactants [NH2:1][C:2]1[CH:9]=[CH:8][CH:7]=[CH:6][C:3]=1[CH2:4][OH:5].N([O-])=O.[Na+].[N-:14]=[N+:15]=[N-].[Na+], predict the reaction product. The product is: [N:1]([C:2]1[CH:9]=[CH:8][CH:7]=[CH:6][C:3]=1[CH2:4][OH:5])=[N+:14]=[N-:15].